This data is from Catalyst prediction with 721,799 reactions and 888 catalyst types from USPTO. The task is: Predict which catalyst facilitates the given reaction. (1) Reactant: C1CCN2C(=NCCC2)CC1.[CH3:12][S:13][C:14]1[NH:15][C:16](=O)[C:17]2[C:22]([C:23]3[CH:28]=[CH:27][CH:26]=[CH:25][CH:24]=3)=[CH:21][O:20][C:18]=2[N:19]=1.C(N(C(C)C)CC)(C)C.P(Br)(Br)([Br:41])=O. Product: [Br:41][C:16]1[C:17]2[C:22]([C:23]3[CH:28]=[CH:27][CH:26]=[CH:25][CH:24]=3)=[CH:21][O:20][C:18]=2[N:19]=[C:14]([S:13][CH3:12])[N:15]=1. The catalyst class is: 11. (2) Reactant: [CH3:1][N:2]([S:17]([C:20]1[CH:25]=[CH:24][C:23]([C:26]([F:29])([F:28])[F:27])=[CH:22][CH:21]=1)(=[O:19])=[O:18])[CH2:3][CH2:4][C@H:5]1[CH2:10][CH2:9][C@H:8]([CH2:11]OS(C)(=O)=O)[CH2:7][CH2:6]1.[NH:30]1[CH:34]=[CH:33][N:32]=[CH:31]1.[H-].[Na+]. Product: [N:30]1([CH2:11][C@H:8]2[CH2:9][CH2:10][C@H:5]([CH2:4][CH2:3][N:2]([CH3:1])[S:17]([C:20]3[CH:25]=[CH:24][C:23]([C:26]([F:29])([F:28])[F:27])=[CH:22][CH:21]=3)(=[O:19])=[O:18])[CH2:6][CH2:7]2)[CH:34]=[CH:33][N:32]=[CH:31]1. The catalyst class is: 9. (3) Reactant: [NH:1]1[C:5]2[CH:6]=[CH:7][CH:8]=[CH:9][C:4]=2[N:3]=[C:2]1[CH2:10][N:11]1[C@H:24]2[C@@H:15]([CH2:16][CH2:17][C:18]3[C:23]2=[N:22][CH:21]=[CH:20][CH:19]=3)[CH2:14][CH2:13][CH2:12]1.C(=O)([O-])[O-].[K+].[K+].Br[CH2:32][CH2:33][CH2:34][CH2:35][C:36]#[N:37].[I-].[K+]. Product: [N:11]1([CH2:10][C:2]2[N:3]([CH2:32][CH2:33][CH2:34][CH2:35][C:36]#[N:37])[C:4]3[CH:9]=[CH:8][CH:7]=[CH:6][C:5]=3[N:1]=2)[C@H:24]2[C@@H:15]([CH2:16][CH2:17][C:18]3[C:23]2=[N:22][CH:21]=[CH:20][CH:19]=3)[CH2:14][CH2:13][CH2:12]1. The catalyst class is: 35. (4) Reactant: [CH:1]1([CH2:7][N:8]2[C:12]([C:13]3[N:21]4[C:16]([CH:17]=[CH:18][CH:19]=[CH:20]4)=[C:15]([S:22](=[O:29])(=[O:28])[NH:23][C:24](OC)=O)[CH:14]=3)=[CH:11][C:10]([C:30]([O:32][CH2:33][CH3:34])=[O:31])=[C:9]2[CH3:35])[CH2:6][CH2:5][CH2:4][CH2:3][CH2:2]1.Br[CH2:37][CH2:38][CH2:39][CH2:40]CBr.C([O-])([O-])=O.[K+].[K+]. Product: [CH:1]1([CH2:7][N:8]2[C:12]([C:13]3[N:21]4[C:16]([CH:17]=[CH:18][CH:19]=[CH:20]4)=[C:15]([S:22]([N:23]4[CH2:24][CH2:40][CH2:39][CH2:38][CH2:37]4)(=[O:29])=[O:28])[CH:14]=3)=[CH:11][C:10]([C:30]([O:32][CH2:33][CH3:34])=[O:31])=[C:9]2[CH3:35])[CH2:2][CH2:3][CH2:4][CH2:5][CH2:6]1. The catalyst class is: 47. (5) Reactant: [Li+].CC([N-]C(C)C)C.[NH2:9][C:10]1[C:23]([Br:24])=[CH:22][C:13]2[C:14]([C:17]([O:19][CH2:20][CH3:21])=[O:18])=[CH:15][O:16][C:12]=2[CH:11]=1.[C:25]1(=[O:30])[CH2:29][CH2:28][CH2:27][CH2:26]1.[NH4+].[Cl-]. Product: [NH2:9][C:10]1[C:23]([Br:24])=[CH:22][C:13]2[C:14]([C:17]([O:19][CH2:20][CH3:21])=[O:18])=[C:15]([C:25]3([OH:30])[CH2:29][CH2:28][CH2:27][CH2:26]3)[O:16][C:12]=2[CH:11]=1. The catalyst class is: 1. (6) Reactant: [O:1]1[C:5]2[CH:6]=[CH:7][CH:8]=[CH:9][C:4]=2[N:3]=[C:2]1[C:10]1([C:13]([O:15]C)=[O:14])[CH2:12][CH2:11]1.C1COCC1.O.[Li+].[OH-]. Product: [O:1]1[C:5]2[CH:6]=[CH:7][CH:8]=[CH:9][C:4]=2[N:3]=[C:2]1[C:10]1([C:13]([OH:15])=[O:14])[CH2:12][CH2:11]1. The catalyst class is: 13. (7) The catalyst class is: 6. Reactant: [CH2:1]([NH:8][C:9]1[CH:14]=[CH:13][C:12]([C:15](=[O:25])[CH:16]([CH:18](C(O)=O)[C:19]([OH:21])=[O:20])[CH3:17])=[CH:11][C:10]=1[OH:26])[C:2]1[CH:7]=[CH:6][CH:5]=[CH:4][CH:3]=1.C(O)COCCO.COC.C(OC(C)C)(C)C.Cl. Product: [CH2:1]([NH:8][C:9]1[CH:14]=[CH:13][C:12]([C:15](=[O:25])[CH:16]([CH3:17])[CH2:18][C:19]([OH:21])=[O:20])=[CH:11][C:10]=1[OH:26])[C:2]1[CH:3]=[CH:4][CH:5]=[CH:6][CH:7]=1. (8) Reactant: [Al+3].[Cl-].[Cl-].[Cl-].[Cl:5][CH2:6][CH2:7][CH2:8][C:9](Cl)=[O:10].[CH3:12][O:13][N:14]([CH3:26])[C:15](=[O:25])[C:16]([CH3:24])([C:18]1[CH:23]=[CH:22][CH:21]=[CH:20][CH:19]=1)[CH3:17]. Product: [CH3:12][O:13][N:14]([CH3:26])[C:15](=[O:25])[C:16]([C:18]1[CH:23]=[CH:22][C:21]([C:9](=[O:10])[CH2:8][CH2:7][CH2:6][Cl:5])=[CH:20][CH:19]=1)([CH3:24])[CH3:17]. The catalyst class is: 2. (9) Reactant: C(OC([N:8]1[CH2:13][CH2:12][CH2:11][CH:10]([CH3:14])[CH:9]1[C:15]([OH:17])=O)=O)(C)(C)C.C([N:20]([CH2:23][CH3:24])CC)C.ClC(OCC(C)C)=O.Cl[C:34]1[CH:35]=[C:36]([CH:41]=C[CH:43]=1)[C:37]([NH:39]O)=[NH:38]. Product: [CH3:14][CH:10]1[CH2:11][CH2:12][CH2:13][NH:8][CH:9]1[C:15]1[O:17][N:39]=[C:37]([C:36]2[CH:41]=[C:24]([CH:43]=[CH:34][CH:35]=2)[C:23]#[N:20])[N:38]=1. The catalyst class is: 118.